From a dataset of Full USPTO retrosynthesis dataset with 1.9M reactions from patents (1976-2016). Predict the reactants needed to synthesize the given product. (1) Given the product [Cl:20][C:21]1[C:26]([Cl:27])=[CH:25][CH:24]=[CH:23][C:22]=1[N:28]1[CH2:33][CH2:32][N:31]([CH2:17][CH2:16][CH2:15][CH2:14][O:13][C:6]2[N:7]=[C:8]3[C:3]([CH:2]([CH3:1])[CH2:11][C:10](=[O:12])[NH:9]3)=[CH:4][CH:5]=2)[CH2:30][CH2:29]1, predict the reactants needed to synthesize it. The reactants are: [CH3:1][CH:2]1[CH2:11][C:10](=[O:12])[NH:9][C:8]2[N:7]=[C:6]([O:13][CH2:14][CH2:15][CH2:16][CH:17]=O)[CH:5]=[CH:4][C:3]1=2.Cl.[Cl:20][C:21]1[C:26]([Cl:27])=[CH:25][CH:24]=[CH:23][C:22]=1[N:28]1[CH2:33][CH2:32][NH:31][CH2:30][CH2:29]1.C(N(CC)CC)C.C(O[BH-](OC(=O)C)OC(=O)C)(=O)C.[Na+]. (2) Given the product [Br:1][C:2]1[C:3]([CH3:10])=[C:4]([N:5]([CH3:6])[C:29]([CH:23]2[CH2:28][CH2:27][CH2:26][CH2:25][CH2:24]2)=[O:30])[CH:7]=[CH:8][CH:9]=1, predict the reactants needed to synthesize it. The reactants are: [Br:1][C:2]1[C:3]([CH3:10])=[C:4]([CH:7]=[CH:8][CH:9]=1)[NH:5][CH3:6].C(N(C(C)C)CC)(C)C.ClCCl.[CH:23]1([C:29](Cl)=[O:30])[CH2:28][CH2:27][CH2:26][CH2:25][CH2:24]1. (3) Given the product [CH3:1][O:2][C:3]([C:5]1[N:10]=[C:9]([C:24]#[N:25])[C:8]2[C:12]([C:15]3[CH:20]=[CH:19][C:18]([F:21])=[CH:17][CH:16]=3)=[CH:13][S:14][C:7]=2[C:6]=1[OH:22])=[O:4], predict the reactants needed to synthesize it. The reactants are: [CH3:1][O:2][C:3]([C:5]1[N:10]=[C:9](Br)[C:8]2[C:12]([C:15]3[CH:20]=[CH:19][C:18]([F:21])=[CH:17][CH:16]=3)=[CH:13][S:14][C:7]=2[C:6]=1[OH:22])=[O:4].[Cu][C:24]#[N:25]. (4) Given the product [C:1]([C:5]1[N:6]=[C:7]([NH:10][C:11]([C:13]2[CH:43]=[CH:42][N:16]3[C:17](=[O:41])[C:18](/[CH:32]=[CH:33]/[C:34]([OH:36])=[O:35])=[C:19]([N:21]4[CH2:26][CH2:25][CH2:24][C@H:23]([NH:27][C:28](=[O:31])[CH2:29][OH:30])[CH2:22]4)[N:20]=[C:15]3[CH:14]=2)=[O:12])[S:8][CH:9]=1)([CH3:4])([CH3:2])[CH3:3], predict the reactants needed to synthesize it. The reactants are: [C:1]([C:5]1[N:6]=[C:7]([NH:10][C:11]([C:13]2[CH:43]=[CH:42][N:16]3[C:17](=[O:41])[C:18](/[CH:32]=[CH:33]/[C:34]([O:36]C(C)(C)C)=[O:35])=[C:19]([N:21]4[CH2:26][CH2:25][CH2:24][C@H:23]([NH:27][C:28](=[O:31])[CH2:29][OH:30])[CH2:22]4)[N:20]=[C:15]3[CH:14]=2)=[O:12])[S:8][CH:9]=1)([CH3:4])([CH3:3])[CH3:2]. (5) Given the product [C:1]1([S:7]([N:10]2[C:18]3[C:13](=[CH:14][CH:15]=[C:16]([S:19]([N:22]4[CH2:27][C:26](=[O:28])[N:25]([CH2:29][CH:30]5[CH2:35][CH2:34][N:33]([C:36]6[CH:41]=[CH:40][C:39](=[O:42])[N:38]([CH3:43])[N:37]=6)[CH2:32][CH2:31]5)[CH:24]([CH2:44][OH:45])[CH2:23]4)(=[O:20])=[O:21])[CH:17]=3)[C:12]([Cl:47])=[CH:11]2)(=[O:9])=[O:8])[CH:6]=[CH:5][CH:4]=[CH:3][CH:2]=1, predict the reactants needed to synthesize it. The reactants are: [C:1]1([S:7]([N:10]2[C:18]3[C:13](=[CH:14][CH:15]=[C:16]([S:19]([N:22]4[CH2:27][C:26](=[O:28])[N:25]([CH2:29][CH:30]5[CH2:35][CH2:34][N:33]([C:36]6[CH:41]=[CH:40][C:39](=[O:42])[N:38]([CH3:43])[N:37]=6)[CH2:32][CH2:31]5)[CH:24]([C:44](O)=[O:45])[CH2:23]4)(=[O:21])=[O:20])[CH:17]=3)[C:12]([Cl:47])=[CH:11]2)(=[O:9])=[O:8])[CH:6]=[CH:5][CH:4]=[CH:3][CH:2]=1.ClC1C2C(=CC(S(N3CC(=O)N(CC4CCN(C5C=CC(=O)N(C)N=5)CC4)C(C(O)=O)C3)(=O)=O)=CC=2)NC=1.C(N(CC)CC)C.ClC(OCC(C)C)=O.[BH4-].[Na+]. (6) The reactants are: [C:1]([N:5]1[C:9](=[O:10])[C:8](Cl)=[C:7]([C:12]2[CH:17]=[CH:16][CH:15]=[CH:14][CH:13]=2)[S:6]1(=[O:19])=[O:18])([CH3:4])([CH3:3])[CH3:2].[N:20]1[CH:25]=[CH:24][CH:23]=[C:22]([N:26]2[CH2:31][CH2:30][CH:29]([NH2:32])[CH2:28][CH2:27]2)[N:21]=1. Given the product [C:1]([N:5]1[C:9](=[O:10])[C:8]([NH:32][CH:29]2[CH2:30][CH2:31][N:26]([C:22]3[N:21]=[N:20][CH:25]=[CH:24][CH:23]=3)[CH2:27][CH2:28]2)=[C:7]([C:12]2[CH:17]=[CH:16][CH:15]=[CH:14][CH:13]=2)[S:6]1(=[O:19])=[O:18])([CH3:4])([CH3:3])[CH3:2], predict the reactants needed to synthesize it. (7) Given the product [N+:7]([C:1]1[CH:6]=[CH:5][CH:4]=[CH:3][CH:2]=1)([O-:9])=[O:8], predict the reactants needed to synthesize it. The reactants are: [CH:1]1[CH:6]=[CH:5][CH:4]=[CH:3][CH:2]=1.[N+:7]([O-])([OH:9])=[O:8].